From a dataset of Forward reaction prediction with 1.9M reactions from USPTO patents (1976-2016). Predict the product of the given reaction. (1) Given the reactants [Cl:1][C:2]1[CH:3]=[C:4]([S:9]([O-:11])=[O:10])[CH:5]=[C:6]([Cl:8])[CH:7]=1.[S:12](=[N:15][CH:16]=[O:17])(=[O:14])=[O:13].C[CH2:19][N:20](CC)[CH2:21]C, predict the reaction product. The product is: [S:12](=[N:15][CH:16]=[O:17])(=[O:14])=[O:13].[Cl:1][C:2]1[CH:3]=[C:4]([S:9]([CH2:21][N+:20]#[C-:19])(=[O:11])=[O:10])[CH:5]=[C:6]([Cl:8])[CH:7]=1. (2) Given the reactants [CH2:1]([O:4][C:5]1[CH:12]=[CH:11][C:8]([CH:9]=O)=[CH:7][CH:6]=1)[CH2:2][CH3:3].CO[CH2:15][C:16]([C:18]1[CH:23]=[CH:22][C:21]([O:24][CH3:25])=[CH:20][CH:19]=1)=[O:17].[OH-:26].[Na+].[CH3:28]O, predict the reaction product. The product is: [CH2:1]([O:4][C:5]1[CH:12]=[CH:11][C:8](/[CH:9]=[CH:15]/[C:16]([C:18]2[CH:19]=[CH:20][C:21]([O:24][CH3:25])=[CH:22][C:23]=2[O:26][CH3:28])=[O:17])=[CH:7][CH:6]=1)[CH2:2][CH3:3].